From a dataset of Catalyst prediction with 721,799 reactions and 888 catalyst types from USPTO. Predict which catalyst facilitates the given reaction. (1) Reactant: [OH:1][C@@H:2]([CH3:7])[C:3]([O:5][CH3:6])=[O:4].Cl[CH2:9][C:10]1[CH:15]=[CH:14][C:13]([O:16][CH3:17])=[CH:12][CH:11]=1.CCN(C(C)C)C(C)C.[I-].[Na+]. Product: [CH3:17][O:16][C:13]1[CH:14]=[CH:15][C:10]([CH2:9][O:1][C@@H:2]([CH3:7])[C:3]([O:5][CH3:6])=[O:4])=[CH:11][CH:12]=1. The catalyst class is: 25. (2) Reactant: [CH2:1]([O:8][C:9]1[CH:18]=[C:17]2[C:12]([C:13](=[S:19])[CH:14]=[CH:15][NH:16]2)=[CH:11][C:10]=1[O:20][CH3:21])[C:2]1[CH:7]=[CH:6][CH:5]=[CH:4][CH:3]=1.Br[C:23]1[S:24][C:25]([N+:28]([O-:30])=[O:29])=[CH:26][N:27]=1.C(=O)([O-])[O-].[K+].[K+].CN(C)C=O. Product: [CH2:1]([O:8][C:9]1[CH:18]=[C:17]2[C:12]([C:13]([S:19][C:23]3[S:24][C:25]([N+:28]([O-:30])=[O:29])=[CH:26][N:27]=3)=[CH:14][CH:15]=[N:16]2)=[CH:11][C:10]=1[O:20][CH3:21])[C:2]1[CH:3]=[CH:4][CH:5]=[CH:6][CH:7]=1. The catalyst class is: 6.